This data is from Reaction yield outcomes from USPTO patents with 853,638 reactions. The task is: Predict the reaction yield, written as a fraction of the theoretical maximum amount of product (1.0 means a 100% yield; for example, 0.34 means a 34% yield). (1) The reactants are [NH2:1][C:2]1[C:11]2[C:6](=[C:7](I)[CH:8]=[CH:9][CH:10]=2)[N:5]=[N:4][C:3]=1[C:13]([NH:15][CH2:16][CH2:17][CH3:18])=[O:14].C([Sn](CCCC)(CCCC)[C:24]1[CH:29]=[CH:28][CH:27]=[CH:26][N:25]=1)CCC. No catalyst specified. The product is [NH2:1][C:2]1[C:11]2[C:6](=[C:7]([C:24]3[CH:29]=[CH:28][CH:27]=[CH:26][N:25]=3)[CH:8]=[CH:9][CH:10]=2)[N:5]=[N:4][C:3]=1[C:13]([NH:15][CH2:16][CH2:17][CH3:18])=[O:14]. The yield is 0.390. (2) The reactants are [CH3:1][CH:2]([CH3:38])[C@H:3]([NH:33][C:34](=[O:37])[O:35][CH3:36])[C:4](=[O:32])[N:5]1[CH2:9][CH2:8][CH2:7][C@H:6]1[C:10]1[NH:14][C:13]2[C:15]3[C:20]([CH:21]=[CH:22][C:12]=2[N:11]=1)=[CH:19][C:18](B1OC(C)(C)C(C)(C)O1)=[CH:17][CH:16]=3.Br[C:40]1[CH:45]=[CH:44][C:43]([C:46]2[NH:50][C:49]([C@@H:51]3[C@@H:56]4[CH2:57][C@@H:53]([CH2:54][CH2:55]4)[N:52]3[C:58]([O:60][C:61]([CH3:64])([CH3:63])[CH3:62])=[O:59])=[N:48][CH:47]=2)=[CH:42][CH:41]=1.C([O-])([O-])=O.[K+].[K+]. The catalyst is COCCOC.C1C=CC([P]([Pd]([P](C2C=CC=CC=2)(C2C=CC=CC=2)C2C=CC=CC=2)([P](C2C=CC=CC=2)(C2C=CC=CC=2)C2C=CC=CC=2)[P](C2C=CC=CC=2)(C2C=CC=CC=2)C2C=CC=CC=2)(C2C=CC=CC=2)C2C=CC=CC=2)=CC=1. The product is [CH3:36][O:35][C:34]([NH:33][C@@H:3]([CH:2]([CH3:38])[CH3:1])[C:4]([N:5]1[CH2:9][CH2:8][CH2:7][C@H:6]1[C:10]1[NH:14][C:13]2[C:15]3[C:20]([CH:21]=[CH:22][C:12]=2[N:11]=1)=[CH:19][C:18]([C:40]1[CH:41]=[CH:42][C:43]([C:46]2[NH:50][C:49]([C@@H:51]4[C@@H:56]5[CH2:57][C@@H:53]([CH2:54][CH2:55]5)[N:52]4[C:58]([O:60][C:61]([CH3:64])([CH3:63])[CH3:62])=[O:59])=[N:48][CH:47]=2)=[CH:44][CH:45]=1)=[CH:17][CH:16]=3)=[O:32])=[O:37]. The yield is 0.830. (3) The product is [Cl:33][C:34]1[CH:35]=[CH:36][C:37]([C:38]([NH:40][C:41]2[CH:46]=[CH:45][C:44]([C:47]3[CH:55]=[C:54]4[C:50]([CH2:51][N:52]([C@@H:57]([CH:62]([CH3:64])[CH3:63])[C:58]([OH:60])=[O:59])[C:53]4=[O:56])=[CH:49][CH:48]=3)=[C:43]([F:65])[CH:42]=2)=[O:39])=[CH:66][CH:67]=1. The reactants are C(NC1C=CC(C2C=C3C(CN([C@@H](C(C)C)C(O)=O)C3=O)=CC=2)=CC=1)(=O)C1C=CC=CC=1.[Cl:33][C:34]1[CH:67]=[CH:66][C:37]([C:38]([NH:40][C:41]2[CH:46]=[CH:45][C:44]([C:47]3[CH:55]=[C:54]4[C:50]([CH2:51][N:52]([C@@H:57]([CH:62]([CH3:64])[CH3:63])[C:58]([O:60]C)=[O:59])[C:53]4=[O:56])=[CH:49][CH:48]=3)=[C:43]([F:65])[CH:42]=2)=[O:39])=[CH:36][CH:35]=1. The yield is 0.870. No catalyst specified. (4) The reactants are Br[C:2]1[CH:7]=[C:6]([Br:8])[CH:5]=[CH:4][C:3]=1[N+:9]([O-:11])=[O:10].[CH:12]([NH2:15])([CH3:14])[CH3:13]. The catalyst is C(O)CCC. The product is [CH:12]([NH:15][C:2]1[CH:7]=[C:6]([Br:8])[CH:5]=[CH:4][C:3]=1[N+:9]([O-:11])=[O:10])([CH3:14])[CH3:13]. The yield is 0.940. (5) The catalyst is C(Cl)Cl.CO.O1CCCC1.C(Cl)Cl.CO. The reactants are C(N(CC)CC)C.[CH3:8][C@@H:9]1[NH:14][CH2:13][CH2:12][N:11]([C:15]2[N:16]([CH2:37][C:38]([F:41])([F:40])[F:39])[C:17]3[C:22]([N:23]=2)=[C:21]([N:24]2[CH2:29][CH2:28][O:27][CH2:26][CH2:25]2)[N:20]=[C:19]([C:30]2[CH:31]=[N:32][C:33]([NH2:36])=[N:34][CH:35]=2)[N:18]=3)[CH2:10]1.C([O:45][CH2:46][C:47](Cl)=[O:48])(=O)C.C[O-].[Na+].CO. The product is [NH2:36][C:33]1[N:34]=[CH:35][C:30]([C:19]2[N:18]=[C:17]3[C:22]([N:23]=[C:15]([N:11]4[CH2:12][CH2:13][N:14]([C:46](=[O:45])[CH2:47][OH:48])[C@@H:9]([CH3:8])[CH2:10]4)[N:16]3[CH2:37][C:38]([F:41])([F:39])[F:40])=[C:21]([N:24]3[CH2:25][CH2:26][O:27][CH2:28][CH2:29]3)[N:20]=2)=[CH:31][N:32]=1. The yield is 0.870. (6) The reactants are [CH3:1][O:2][C:3]1[C:4](=[O:32])[C:5]([CH3:31])=[C:6]([CH2:12][C:13]2[CH:14]=[CH:15][C:16]([O:27]C(=O)C)=[C:17]([CH:26]=2)[C:18]([N:20]2[CH2:25][CH2:24][O:23][CH2:22][CH2:21]2)=[O:19])[C:7](=[O:11])[C:8]=1[O:9][CH3:10].C(=O)([O-])O.[Na+]. The catalyst is CO.O. The product is [CH3:1][O:2][C:3]1[C:4](=[O:32])[C:5]([CH3:31])=[C:6]([CH2:12][C:13]2[CH:14]=[CH:15][C:16]([OH:27])=[C:17]([CH:26]=2)[C:18]([N:20]2[CH2:21][CH2:22][O:23][CH2:24][CH2:25]2)=[O:19])[C:7](=[O:11])[C:8]=1[O:9][CH3:10]. The yield is 0.490.